Dataset: NCI-60 drug combinations with 297,098 pairs across 59 cell lines. Task: Regression. Given two drug SMILES strings and cell line genomic features, predict the synergy score measuring deviation from expected non-interaction effect. Drug 1: C1=C(C(=O)NC(=O)N1)F. Drug 2: C1=CC(=CC=C1CC(C(=O)O)N)N(CCCl)CCCl.Cl. Cell line: HL-60(TB). Synergy scores: CSS=74.0, Synergy_ZIP=1.43, Synergy_Bliss=-0.818, Synergy_Loewe=-2.84, Synergy_HSA=-0.301.